Dataset: Reaction yield outcomes from USPTO patents with 853,638 reactions. Task: Predict the reaction yield, written as a fraction of the theoretical maximum amount of product (1.0 means a 100% yield; for example, 0.34 means a 34% yield). (1) The yield is 0.660. The product is [OH:8][C:9]1[CH:14]=[CH:13][C:12]([N:15]2[CH2:19][CH2:18][CH2:17][C:16]2=[O:20])=[CH:11][CH:10]=1. The reactants are C([O:8][C:9]1[CH:14]=[CH:13][C:12]([N:15]2[CH2:19][CH2:18][CH2:17][C:16]2=[O:20])=[CH:11][CH:10]=1)C1C=CC=CC=1.ClCCl.CO. The catalyst is C1COCC1.C(O)(=O)C.[Pd]. (2) The reactants are [N+:1]([C:4]1[CH:5]=[C:6]([S:11](Cl)(=[O:13])=[O:12])[CH:7]=[CH:8][C:9]=1[Cl:10])([O-])=O.[Cl-].[Al+3].[Cl-].[Cl-].[Sn](Cl)Cl. The catalyst is C1C=CC=CC=1. The product is [Cl:10][C:9]1[CH:8]=[CH:7][C:6]([S:11]([C:4]2[CH:5]=[CH:6][CH:7]=[CH:8][CH:9]=2)(=[O:13])=[O:12])=[CH:5][C:4]=1[NH2:1]. The yield is 0.360. (3) The reactants are [CH2:1]([N:8]1[CH2:15][CH:14]([OH:16])[CH2:13][N:12]([S:17]([C:20]2[CH:25]=[CH:24][CH:23]=[CH:22][CH:21]=2)(=[O:19])=[O:18])[CH2:11][CH:10](O)[CH2:9]1)[C:2]1[CH:7]=[CH:6][CH:5]=[CH:4][CH:3]=1.O.S(=O)(=O)(O)O.N. The catalyst is ClC1C=CC=CC=1.CCO. The product is [CH2:1]([N:8]1[CH2:9][CH:10]2[O:16][CH:14]([CH2:13][N:12]([S:17]([C:20]3[CH:21]=[CH:22][CH:23]=[CH:24][CH:25]=3)(=[O:18])=[O:19])[CH2:11]2)[CH2:15]1)[C:2]1[CH:3]=[CH:4][CH:5]=[CH:6][CH:7]=1. The yield is 0.0900.